Dataset: Experimentally validated miRNA-target interactions with 360,000+ pairs, plus equal number of negative samples. Task: Binary Classification. Given a miRNA mature sequence and a target amino acid sequence, predict their likelihood of interaction. The miRNA is mmu-miR-130a-3p with sequence CAGUGCAAUGUUAAAAGGGCAU. The protein sequence of the target gene is MANLEESFPRGGTRKIHKPEKAFQQSVEQDNLFDISTEEGSTKRKKSQKGPAKTKKLKIEKRESSKSAREKFEILSVESLCEGMRILGCVKEVNELELVISLPNGLQGFVQVTEICDAYTKKLNEQVTQEQPLKDLLHLPELFSPGMLVRCVVSSLGITDRGKKSVKLSLNPKNVNRVLSAEALKPGMLLTGTVSSLEDHGYLVDIGVDGTRAFLPLLKAQEYIRQKNKGAKLKVGQYLNCIVEKVKGNGGVVSLSVGHSEVSTAIATEQQSWNLNNLLPGLVVKAQVQKVTPFGLTLNF.... Result: 0 (no interaction).